This data is from Peptide-MHC class II binding affinity with 134,281 pairs from IEDB. The task is: Regression. Given a peptide amino acid sequence and an MHC pseudo amino acid sequence, predict their binding affinity value. This is MHC class II binding data. (1) The peptide sequence is YSELDLRSLRTVTPI. The MHC is HLA-DQA10101-DQB10501 with pseudo-sequence HLA-DQA10101-DQB10501. The binding affinity (normalized) is 0.232. (2) The peptide sequence is YEAMYTPHTVLQAVG. The MHC is DRB1_1501 with pseudo-sequence DRB1_1501. The binding affinity (normalized) is 0.375.